From a dataset of Catalyst prediction with 721,799 reactions and 888 catalyst types from USPTO. Predict which catalyst facilitates the given reaction. (1) Reactant: [BH-](OC(C)=O)(OC(C)=O)OC(C)=O.[Na+].[CH:15]([C:17]1[CH:22]=[CH:21][CH:20]=[CH:19][C:18]=1[C:23]1[CH:24]=[CH:25][C:26]([C:29]([NH:31][CH2:32][CH2:33][C:34]([O:36][CH2:37][CH3:38])=[O:35])=[O:30])=[N:27][CH:28]=1)=O.[C:39]1([C:46]2[CH:51]=[CH:50][CH:49]=[CH:48][CH:47]=2)[CH:44]=[CH:43][C:42]([NH2:45])=[CH:41][CH:40]=1.CC(O)=O. The catalyst class is: 674. Product: [C:39]1([C:46]2[CH:51]=[CH:50][CH:49]=[CH:48][CH:47]=2)[CH:40]=[CH:41][C:42]([NH:45][CH2:15][C:17]2[CH:22]=[CH:21][CH:20]=[CH:19][C:18]=2[C:23]2[CH:24]=[CH:25][C:26]([C:29]([NH:31][CH2:32][CH2:33][C:34]([O:36][CH2:37][CH3:38])=[O:35])=[O:30])=[N:27][CH:28]=2)=[CH:43][CH:44]=1. (2) Reactant: [CH3:1][S:2]([C:5]1[CH:10]=[CH:9][C:8]([OH:11])=[C:7]([NH2:12])[CH:6]=1)(=[O:4])=[O:3].C(=O)(O)[O-].[Na+].Br[CH2:19][C:20](Br)=[O:21]. Product: [CH3:1][S:2]([C:5]1[CH:10]=[CH:9][C:8]2[O:11][CH2:19][C:20](=[O:21])[NH:12][C:7]=2[CH:6]=1)(=[O:3])=[O:4]. The catalyst class is: 22. (3) Reactant: [C:1]([O:4][C@@H:5]1[C@@H:10]([O:11][C:12](=[O:14])[CH3:13])[C@@H:9]([O:15][C:16](=[O:18])[CH3:17])[C@@H:8]([CH2:19][O:20][C:21](=[O:23])[CH3:22])[O:7][C@H:6]1[O:24][C@@H:25]1[C@@H:30]([CH2:31][O:32][C:33](=[O:35])[CH3:34])[O:29][C@@H:28]([N:36]=[N+]=[N-])[C@H:27]([O:39][C:40](=[O:42])[CH3:41])[C@H:26]1[O:43][C:44](=[O:46])[CH3:45])(=[O:3])[CH3:2]. Product: [C:1]([O:4][C@@H:5]1[C@@H:10]([O:11][C:12](=[O:14])[CH3:13])[C@@H:9]([O:15][C:16](=[O:18])[CH3:17])[C@@H:8]([CH2:19][O:20][C:21](=[O:23])[CH3:22])[O:7][C@H:6]1[O:24][C@@H:25]1[C@@H:30]([CH2:31][O:32][C:33](=[O:35])[CH3:34])[O:29][C@@H:28]([NH2:36])[C@H:27]([O:39][C:40](=[O:42])[CH3:41])[C@H:26]1[O:43][C:44](=[O:46])[CH3:45])(=[O:3])[CH3:2]. The catalyst class is: 19. (4) The catalyst class is: 4. Reactant: [CH2:1]([O:8][C@@H:9]1[C@@H:17]([CH2:18][OH:19])[O:16][C@H:15]2[C@H:11]([N:12]=[C:13]([N:20]([CH3:22])[CH3:21])[S:14]2)[C@H:10]1[O:23][CH2:24][C:25]1[CH:30]=[CH:29][CH:28]=[CH:27][CH:26]=1)[C:2]1[CH:7]=[CH:6][CH:5]=[CH:4][CH:3]=1.[CH3:31][S:32](Cl)(=[O:34])=[O:33].C(N(CC)CC)C. Product: [CH3:31][S:32]([O:19][CH2:18][C@H:17]1[O:16][C@H:15]2[C@H:11]([N:12]=[C:13]([N:20]([CH3:22])[CH3:21])[S:14]2)[C@@H:10]([O:23][CH2:24][C:25]2[CH:26]=[CH:27][CH:28]=[CH:29][CH:30]=2)[C@@H:9]1[O:8][CH2:1][C:2]1[CH:3]=[CH:4][CH:5]=[CH:6][CH:7]=1)(=[O:34])=[O:33]. (5) Reactant: C(OC([N:8]([C:16]1[N:17]=[CH:18][CH:19]=[C:20]2[CH:24]=[C:23]([Sn](C)(C)C)[O:22][C:21]=12)C(OC(C)(C)C)=O)=O)(C)(C)C.Br[C:30]1[N:34]2[CH:35]=[CH:36][N:37]=[CH:38][C:33]2=[N:32][CH:31]=1.[F-].[Cs+]. Product: [N:32]1[CH:31]=[C:30]([C:23]2[O:22][C:21]3=[C:16]([NH2:8])[N:17]=[CH:18][CH:19]=[C:20]3[CH:24]=2)[N:34]2[CH:35]=[CH:36][N:37]=[CH:38][C:33]=12. The catalyst class is: 12. (6) Reactant: [CH3:1][CH:2]1[NH:7][CH2:6][CH2:5][N:4]([C:8]([C:10]2[CH:15]=[CH:14][CH:13]=[CH:12][CH:11]=2)=[O:9])[CH2:3]1.[O:16]1[CH:20]=[CH:19][C:18]([C:21]2[S:25][C:24]([S:26](Cl)(=[O:28])=[O:27])=[CH:23][CH:22]=2)=[N:17]1.C(N(CC)CC)C. Product: [O:16]1[CH:20]=[CH:19][C:18]([C:21]2[S:25][C:24]([S:26]([N:7]3[CH2:6][CH2:5][N:4]([C:8]([C:10]4[CH:15]=[CH:14][CH:13]=[CH:12][CH:11]=4)=[O:9])[CH2:3][CH:2]3[CH3:1])(=[O:28])=[O:27])=[CH:23][CH:22]=2)=[N:17]1. The catalyst class is: 1.